From a dataset of Reaction yield outcomes from USPTO patents with 853,638 reactions. Predict the reaction yield, written as a fraction of the theoretical maximum amount of product (1.0 means a 100% yield; for example, 0.34 means a 34% yield). (1) The reactants are [C:1]([C:5]1[CH:9]=[C:8]([NH:10][C:11]([NH:13][CH:14]2[CH2:19][CH2:18][CH:17]([O:20][C:21]3[CH:22]=[CH:23][C:24]4[N:25]([C:27]([N:30]5[C@H:35]([CH3:36])[CH2:34][CH2:33][CH2:32][C@@H:31]5[CH3:37])=[N:28][N:29]=4)[CH:26]=3)[CH2:16][CH2:15]2)=[O:12])[N:7]([C:38]2[CH:39]=[N:40][N:41]([CH2:43][CH2:44][OH:45])[CH:42]=2)[N:6]=1)([CH3:4])([CH3:3])[CH3:2].[CH3:46][S:47](Cl)(=[O:49])=[O:48].CCN(C(C)C)C(C)C. The catalyst is C(Cl)Cl. The product is [C:1]([C:5]1[CH:9]=[C:8]([NH:10][C:11]([NH:13][CH:14]2[CH2:19][CH2:18][CH:17]([O:20][C:21]3[CH:22]=[CH:23][C:24]4[N:25]([C:27]([N:30]5[C@H:31]([CH3:37])[CH2:32][CH2:33][CH2:34][C@@H:35]5[CH3:36])=[N:28][N:29]=4)[CH:26]=3)[CH2:16][CH2:15]2)=[O:12])[N:7]([C:38]2[CH:39]=[N:40][N:41]([CH2:43][CH2:44][O:45][S:47]([CH3:46])(=[O:49])=[O:48])[CH:42]=2)[N:6]=1)([CH3:3])([CH3:4])[CH3:2]. The yield is 0.970. (2) The reactants are [Cl:1][C:2]1[CH:8]=[C:7]([O:9][C:10]2[C:19]3[C:14](=[CH:15][C:16]([O:22][CH3:23])=[C:17]([O:20][CH3:21])[CH:18]=3)[N:13]=[CH:12][CH:11]=2)[CH:6]=[CH:5][C:3]=1[NH2:4].C(N(CC)CC)C.ClC(Cl)(O[C:35](=[O:41])OC(Cl)(Cl)Cl)Cl.[CH2:43]([N:45]([C:49]1[CH:54]=[CH:53][CH:52]=[C:51]([CH3:55])[CH:50]=1)[CH2:46][CH2:47][NH2:48])[CH3:44]. The catalyst is C(Cl)(Cl)Cl.O. The product is [Cl:1][C:2]1[CH:8]=[C:7]([O:9][C:10]2[C:19]3[C:14](=[CH:15][C:16]([O:22][CH3:23])=[C:17]([O:20][CH3:21])[CH:18]=3)[N:13]=[CH:12][CH:11]=2)[CH:6]=[CH:5][C:3]=1[NH:4][C:35]([NH:48][CH2:47][CH2:46][N:45]([CH2:43][CH3:44])[C:49]1[CH:54]=[CH:53][CH:52]=[C:51]([CH3:55])[CH:50]=1)=[O:41]. The yield is 0.620. (3) The reactants are [OH:1][C:2]1([CH3:26])[CH2:7][CH2:6][N:5]([C@H:8]([C:20]2[CH:25]=[CH:24][CH:23]=[CH:22][CH:21]=2)[C:9]([O:11][C@H](C2C=CC=CC=2)C)=[O:10])[CH2:4][CH2:3]1.FC(F)(F)C(O)=O. The catalyst is ClCCl. The product is [OH:1][C:2]1([CH3:26])[CH2:3][CH2:4][N:5]([C@H:8]([C:20]2[CH:25]=[CH:24][CH:23]=[CH:22][CH:21]=2)[C:9]([OH:11])=[O:10])[CH2:6][CH2:7]1. The yield is 0.980. (4) The reactants are [S:1]1[CH:5]=[CH:4][N:3]2[C:6]([CH2:9][C:10]3[CH:21]=[CH:20][C:13]4[N:14]=[C:15](S(C)=O)[S:16][C:12]=4[CH:11]=3)=[CH:7][N:8]=[C:2]12.[NH2:22][C@@H:23]1[CH2:28][CH2:27][CH2:26][CH2:25][C@H:24]1[OH:29].CCN(C(C)C)C(C)C.O. The catalyst is CN1C(=O)CCC1. The product is [S:1]1[CH:5]=[CH:4][N:3]2[C:6]([CH2:9][C:10]3[CH:21]=[CH:20][C:13]4[N:14]=[C:15]([NH:22][C@@H:23]5[CH2:28][CH2:27][CH2:26][CH2:25][C@H:24]5[OH:29])[S:16][C:12]=4[CH:11]=3)=[CH:7][N:8]=[C:2]12. The yield is 0.280. (5) The product is [S:3]1[CH:7]=[CH:6][C:5]([CH:8]=[CH:11][CH:10]=[O:12])=[CH:4]1. The reactants are [OH-].[Na+].[S:3]1[CH:7]=[CH:6][C:5]([CH:8]=O)=[CH:4]1.[CH:10](=[O:12])[CH3:11]. The catalyst is C(O)C.O. The yield is 0.646. (6) The reactants are [CH:1]1([CH2:4][N:5]([CH2:19][CH:20]2[CH2:22][CH2:21]2)[C:6]2[C:15]3[C:10](=[CH:11][CH:12]=[C:13]([CH3:16])[CH:14]=3)[N:9]=[CH:8][C:7]=2[CH:17]=O)[CH2:3][CH2:2]1.[F:23][C:24]([F:38])([F:37])[C:25]1[CH:26]=[C:27]([CH:30]=[C:31]([C:33]([F:36])([F:35])[F:34])[CH:32]=1)[CH2:28][NH2:29].C(O)(=O)C.[BH4-].[Na+]. The catalyst is CO.CCOC(C)=O. The product is [F:23][C:24]([F:37])([F:38])[C:25]1[CH:26]=[C:27]([CH:30]=[C:31]([C:33]([F:36])([F:34])[F:35])[CH:32]=1)[CH2:28][NH:29][CH2:17][C:7]1[CH:8]=[N:9][C:10]2[C:15]([C:6]=1[N:5]([CH2:19][CH:20]1[CH2:22][CH2:21]1)[CH2:4][CH:1]1[CH2:3][CH2:2]1)=[CH:14][C:13]([CH3:16])=[CH:12][CH:11]=2. The yield is 0.892. (7) The reactants are [CH3:1][O:2][C:3]1[CH:8]=[CH:7][C:6]([C:9]2([C:15]([OH:17])=O)[CH2:14][CH2:13][O:12][CH2:11][CH2:10]2)=[CH:5][CH:4]=1.[CH3:18][N:19]1[CH2:24][CH2:23][NH:22][CH2:21][CH2:20]1.F[B-](F)(F)F.N1(OC(N(C)C)=[N+](C)C)C2C=CC=CC=2N=N1. No catalyst specified. The product is [CH3:1][O:2][C:3]1[CH:4]=[CH:5][C:6]([C:9]2([C:15]([N:22]3[CH2:23][CH2:24][N:19]([CH3:18])[CH2:20][CH2:21]3)=[O:17])[CH2:10][CH2:11][O:12][CH2:13][CH2:14]2)=[CH:7][CH:8]=1. The yield is 0.770. (8) The reactants are [O:1]([CH2:8][CH2:9][CH2:10][CH2:11][NH2:12])[C:2]1[CH:7]=[CH:6][CH:5]=[CH:4][CH:3]=1.[C:13]([N:17]1[C:21](=[O:22])[C:20](Cl)=[C:19]([C:24]2[CH:29]=[CH:28][CH:27]=[CH:26][CH:25]=2)[S:18]1(=[O:31])=[O:30])([CH3:16])([CH3:15])[CH3:14]. No catalyst specified. The product is [C:13]([N:17]1[C:21](=[O:22])[C:20]([NH:12][CH2:11][CH2:10][CH2:9][CH2:8][O:1][C:2]2[CH:7]=[CH:6][CH:5]=[CH:4][CH:3]=2)=[C:19]([C:24]2[CH:29]=[CH:28][CH:27]=[CH:26][CH:25]=2)[S:18]1(=[O:30])=[O:31])([CH3:16])([CH3:14])[CH3:15]. The yield is 0.800. (9) The catalyst is CN(C=O)C.CCOC(C)=O. The product is [Br:1][C:2]1[CH:3]=[CH:4][C:5]2[N:6]([C:8]([C:11]([F:25])([F:24])[C:12]3[CH:13]=[CH:14][C:15]4[N:16]([CH:18]=[C:19]([C:21]([N:35]=[N+:36]=[N-:37])=[O:22])[N:20]=4)[N:17]=3)=[N:9][N:10]=2)[CH:7]=1. The reactants are [Br:1][C:2]1[CH:3]=[CH:4][C:5]2[N:6]([C:8]([C:11]([F:25])([F:24])[C:12]3[CH:13]=[CH:14][C:15]4[N:16]([CH:18]=[C:19]([C:21](O)=[O:22])[N:20]=4)[N:17]=3)=[N:9][N:10]=2)[CH:7]=1.C(N(C(C)C)C(C)C)C.[N-:35]=[N+:36]=[N-:37].[Na+].C1CN([P+](ON2N=NC3C=CC=CC2=3)(N2CCCC2)N2CCCC2)CC1.F[P-](F)(F)(F)(F)F.C(O)(=O)CC(CC(O)=O)(C(O)=O)O. The yield is 0.920.